From a dataset of Catalyst prediction with 721,799 reactions and 888 catalyst types from USPTO. Predict which catalyst facilitates the given reaction. (1) Reactant: [C:1]([O:9][C@@H:10]1[CH2:18][C@@H:13]2[O:14][C:15](=[O:17])[CH2:16][C@@H:12]2[C@@H:11]1[CH2:19][OH:20])(=[O:8])[C:2]1[CH:7]=[CH:6][CH:5]=[CH:4][CH:3]=1.N1C=CN=C1.[C:26]([Si:30]([C:38]1[CH:43]=[CH:42][CH:41]=[CH:40][CH:39]=1)([C:32]1[CH:37]=[CH:36][CH:35]=[CH:34][CH:33]=1)Cl)([CH3:29])([CH3:28])[CH3:27].[Cl-].[NH4+]. Product: [C:1]([O:9][C@@H:10]1[CH2:18][C@@H:13]2[O:14][C:15](=[O:17])[CH2:16][C@@H:12]2[C@@H:11]1[CH2:19][O:20][Si:30]([C:26]([CH3:29])([CH3:28])[CH3:27])([C:38]1[CH:39]=[CH:40][CH:41]=[CH:42][CH:43]=1)[C:32]1[CH:37]=[CH:36][CH:35]=[CH:34][CH:33]=1)(=[O:8])[C:2]1[CH:3]=[CH:4][CH:5]=[CH:6][CH:7]=1. The catalyst class is: 143. (2) Reactant: C1(P(=O)(C2C=CC=CC=2)C2C=CC=CC=2)C=CC=CC=1.FC(F)(F)S(OS(C(F)(F)F)(=O)=O)(=O)=O.C([S:43][CH:44]([CH2:71][N:72]1[CH2:77][CH2:76][O:75][CH2:74][CH2:73]1)[CH2:45][NH:46][C:47]([C:49]1[NH:50][C:51]2[C:56]([CH:57]=1)=[C:55]([CH3:58])[CH:54]=[CH:53][C:52]=2[N:59]([S:61]([C:64]1[C:65]([Cl:70])=[N:66][CH:67]=[CH:68][CH:69]=1)(=[O:63])=[O:62])[CH3:60])=O)C1C=CC=CC=1.CSC.C(=O)([O-])O.[Na+]. Product: [Cl:70][C:65]1[C:64]([S:61]([N:59]([CH3:60])[C:52]2[CH:53]=[CH:54][C:55]([CH3:58])=[C:56]3[C:51]=2[NH:50][C:49]([C:47]2[S:43][CH:44]([CH2:71][N:72]4[CH2:77][CH2:76][O:75][CH2:74][CH2:73]4)[CH2:45][N:46]=2)=[CH:57]3)(=[O:62])=[O:63])=[CH:69][CH:68]=[CH:67][N:66]=1. The catalyst class is: 10. (3) Reactant: C([O:9][CH2:10][C:11]1[CH:16]=[C:15]([O:17][CH2:18][CH2:19][CH2:20]Br)[C:14]([O:22][CH2:23][CH2:24][CH2:25]Br)=[C:13]([O:27][CH2:28][CH2:29][CH2:30]Br)[CH:12]=1)(=O)C1C=CC=CC=1.[BH4-].[Na+].[CH2:42]([Te:41][Te:41][CH2:42][CH2:43][CH2:44][CH2:45][CH2:46][CH3:47])[CH2:43][CH2:44][CH2:45][CH2:46][CH3:47]. Product: [CH2:42]([Te:41][CH2:20][CH2:19][CH2:18][O:17][C:15]1[CH:16]=[C:11]([CH:12]=[C:13]([O:27][CH2:28][CH2:29][CH2:30][Te:41][CH2:42][CH2:43][CH2:44][CH2:45][CH2:46][CH3:47])[C:14]=1[O:22][CH2:23][CH2:24][CH2:25][Te:41][CH2:42][CH2:43][CH2:44][CH2:45][CH2:46][CH3:47])[CH2:10][OH:9])[CH2:43][CH2:44][CH2:45][CH2:46][CH3:47]. The catalyst class is: 1. (4) Reactant: [OH:1][CH:2]([CH2:29][C:30]1[CH:35]=[CH:34][CH:33]=[CH:32][CH:31]=1)[CH2:3][NH:4][C:5]1[N:10]([CH3:11])[C:9](=[O:12])[C:8]([C:13]2[CH:22]=[CH:21][C:20]3[C:15](=[CH:16][CH:17]=[CH:18][CH:19]=3)[CH:14]=2)=[C:7]([C:23]2[CH:28]=[CH:27][N:26]=[CH:25][CH:24]=2)[N:6]=1.CC(OI1(OC(C)=O)(OC(C)=O)OC(=O)C2C=CC=CC1=2)=O.ClCCl.CO.[2H]C([2H])([2H])C#N.[2H]O[2H]. Product: [CH3:11][N:10]1[C:9](=[O:12])[C:8]([C:13]2[CH:22]=[CH:21][C:20]3[C:15](=[CH:16][CH:17]=[CH:18][CH:19]=3)[CH:14]=2)=[C:7]([C:23]2[CH:24]=[CH:25][N:26]=[CH:27][CH:28]=2)[N:6]=[C:5]1[NH:4][CH2:3][C:2](=[O:1])[CH2:29][C:30]1[CH:35]=[CH:34][CH:33]=[CH:32][CH:31]=1. The catalyst class is: 245. (5) Reactant: [C:1]([C:5]1[CH:24]=[C:23]([F:25])[CH:22]=[CH:21][C:6]=1[O:7][CH2:8][CH:9]1[CH2:13][CH2:12][N:11]([C:14](=[O:20])[CH2:15][CH2:16][C:17]([OH:19])=[O:18])[CH2:10]1)([CH3:4])([CH3:3])[CH3:2].C(=O)([O-])O.[K+].[Cl-].[Ca+2:32].[Cl-]. Product: [C:1]([C:5]1[CH:24]=[C:23]([F:25])[CH:22]=[CH:21][C:6]=1[O:7][CH2:8][CH:9]1[CH2:13][CH2:12][N:11]([C:14](=[O:20])[CH2:15][CH2:16][C:17]([O-:19])=[O:18])[CH2:10]1)([CH3:4])([CH3:2])[CH3:3].[C:1]([C:5]1[CH:24]=[C:23]([F:25])[CH:22]=[CH:21][C:6]=1[O:7][CH2:8][CH:9]1[CH2:13][CH2:12][N:11]([C:14](=[O:20])[CH2:15][CH2:16][C:17]([O-:19])=[O:18])[CH2:10]1)([CH3:4])([CH3:2])[CH3:3].[Ca+2:32]. The catalyst class is: 5. (6) Reactant: [F:1][C:2]1[CH:3]=[C:4](B(O)O)[CH:5]=[CH:6][CH:7]=1.C(=O)([O-])[O-].[K+].[K+].O.[C:18]1([CH3:24])[CH:23]=[CH:22][CH:21]=[CH:20][CH:19]=1. Product: [F:1][C:2]1[CH:3]=[C:4]([CH:21]2[CH2:22][CH2:23][CH:18]([CH2:24][CH2:3][CH2:2][CH2:7][CH3:6])[CH2:19][CH2:20]2)[CH:5]=[CH:6][C:7]=1[C:4]1[CH:5]=[CH:6][CH:7]=[C:2]([F:1])[CH:3]=1. The catalyst class is: 45. (7) Reactant: [ClH:1].[Cl:2][C:3]1[CH:11]=[C:10]([O:12][CH2:13][CH2:14][CH2:15][N:16]2[CH2:21][CH2:20][CH2:19][CH2:18][CH2:17]2)[CH:9]=[CH:8][C:4]=1[C:5](O)=[O:6]. Product: [ClH:2].[Cl:2][C:3]1[CH:11]=[C:10]([O:12][CH2:13][CH2:14][CH2:15][N:16]2[CH2:21][CH2:20][CH2:19][CH2:18][CH2:17]2)[CH:9]=[CH:8][C:4]=1[C:5]([Cl:1])=[O:6]. The catalyst class is: 309.